From a dataset of Drug-target binding data from BindingDB using IC50 measurements. Regression. Given a target protein amino acid sequence and a drug SMILES string, predict the binding affinity score between them. We predict pIC50 (pIC50 = -log10(IC50 in M); higher means more potent). Dataset: bindingdb_ic50. (1) The pIC50 is 6.8. The drug is CN1C(=O)C[C@H](c2ccccc2)[C@@H]1[C@H](O)c1ccc(-c2ccccn2)s1. The target protein sequence is MSTFFSDTAWICLAVPTVLCGTVFCKYKKSSGQLWSWMVCLAGLCAVCLLILSPFWGLILFSVSCFLMYTYLSGQELLPVDQKAVLVTGGDCGLGHALCKYLDELGFTVFAGVLNENGPGAEELRRTCSPRLSVLQMDITKPVQIKDAYSKVAAMLQDRGLWAVINNAGVLGFPTDGELLLMTDYKQCMAVNFFGTVEVTKTFLPLLRKSKGRLVNVSSMGGGAPMERLASYGSSKAAVTMFSSVMRLELSKWGIKVASIQPGGFLTNIAGTSDKWEKLEKDILDHLPAEVQEDYGQDYILAQRNFLLLINSLASKDFSPVLRDIQHAILAKSPFAYYTPGKGAYLWICLAHYLPIGIYDYFAKRHFGQDKPMPRALRMPNYKKKAT. (2) The small molecule is COc1cc(OC[C@H](O)CC#N)ccc1-c1ccc2c(c1COc1cc(F)ccc1C)N(C)C(=O)C(C)(C)N2. The target protein (P05231) has sequence MNSFSTSAFGPVAFSLGLLLVLPAAFPAPVPPGEDSKDVAAPHRQPLTSSERIDKQIRYILDGISALRKETCNKSNMCESSKEALAENNLNLPKMAEKDGCFQSGFNEETCLVKIITGLLEFEVYLEYLQNRFESSEEQARAVQMSTKVLIQFLQKKAKNLDAITTPDPTTNASLLTKLQAQNQWLQDMTTHLILRSFKEFLQSSLRALRQM. The pIC50 is 7.8. (3) The small molecule is S=c1[nH]cnc2c1[nH]c1ccccc12. The target protein (P04156) has sequence MANLGCWMLVLFVATWSDLGLCKKRPKPGGWNTGGSRYPGQGSPGGNRYPPQGGGGWGQPHGGGWGQPHGGGWGQPHGGGWGQPHGGGWGQGGGTHSQWNKPSKPKTNMKHMAGAAAAGAVVGGLGGYMLGSAMSRPIIHFGSDYEDRYYRENMHRYPNQVYYRPMDEYSNQNNFVHDCVNITIKQHTVTTTTKGENFTETDVKMMERVVEQMCITQYERESQAYYQRGSSMVLFSSPPVILLISFLIFLIVG. The pIC50 is 5.8. (4) The compound is Cn1cc(C(=O)O)c(=O)c2cc(N)c(N3CCN(c4ccccn4)CC3)cc21. The target protein sequence is PISPITVPVKLKPGMDGPKVKQWPLTEEKIKALTEICTEMEKEGKIEKIGPENPYNTPVFAIKKKDSTKWRKVVDFRELNKRTQDFWEVQLGIPHPAGLKKKKSVTVLDVGDAYFSVPLDKDFRKYTAFTIPSINNETPGIRYQYNVLPQGWKGSPAIFQSSMTKILEPFRKQNPDIVIYQYMDDLYVGSDLEIEQHRAKIEELRQHLLRWGFTTPDKKHQKEPPFLWMGYELHPDKWTVQPIVLPEKDSWTVN. The pIC50 is 3.1. (5) The drug is CCOC(=O)c1sc2ncc(C(=O)c3cc(C)ccc3O)cc2c1C. The target protein (P24666) has sequence MAEQATKSVLFVCLGNICRSPIAEAVFRKLVTDQNISENWRVDSAATSGYEIGNPPDYRGQSCMKRHGIPMSHVARQITKEDFATFDYILCMDESNLRDLNRKSNQVKTCKAKIELLGSYDPQKQLIIEDPYYGNDSDFETVYQQCVRCCRAFLEKAH. The pIC50 is 4.1. (6) The small molecule is CN(C)CCCn1cc(C2=C(c3c[nH]c4ccccc34)CNC2=O)c2ccccc21. The target protein (P18688) has sequence MRSRSNSGVRLDSYARLVQQTILCHQNPVTGLLPASYDQKDAWVRDNVYSILAVWGLGLAYRKNADRDEDKAKAYELEQSVVKLMRGLLHCMIRQVDKVESFKYSQSTKDSLHAKYNTKTCATVVGDDQWGHLQLDATSVYLLFLAQMTASGLHIIHSLDEVNFIQNLVFYIEAAYKTADFGIWERGDKTNQGISELNASSVGMAKAALEALDELDLFGVKGGPQSVIHVLADEVQHCQSILNSLLPRASTSKEVDASLLSVISFPAFAVEDSKLVEITKQEIITKLQGRYGCCRFLRDGYKTPKEDPNRLYYEPAELKLFENIECEWPLFWTYFILDGVFSGNAEQVQEYREALEAVLIKGKNGVPLLPELYSVPPDKVDEEYQNPHTVDRVPMGKLPHMWGQSLYILGSLMAEGFLAPGEIDPLNRRFSTVPKPDVVVQVSILAETEEIKAILKDKGINVETIAEVYPIRVQPARILSHIYSSLGCNNRMKLSGRPYR.... The pIC50 is 5.6. (7) The small molecule is COc1ccc(-c2nc3ccc(NCc4cccc(C(F)(F)F)c4)nc3n(CCC(N)=O)c2=O)cc1. The target protein (Q9Z122) has sequence MGKGGNQGEGSTELQAPMPTFRWEEIQKHNLRTDRWLVIDRKVYNVTKWSQRHPGGHRVIGHYSGEDATDAFRAFHLDLDFVGKFLKPLLIGELAPEEPSLDRGKSSQITEDFRALKKTAEDMNLFKTNHLFFFLLLSHIIVMESIAWFILSYFGNGWIPTVITAFVLATSQAQAGWLQHDYGHLSVYKKSIWNHIVHKFVIGHLKGASANWWNHRHFQHHAKPNIFHKDPDIKSLHVFVLGEWQPLEYGKKKLKYLPYNHQHEYFFLIGPPLLIPMYFQYQIIMTMIRRRDWVDLAWAISYYARFFYTYIPFYGILGALVFLNFIRFLESHWFVWVTQMNHIVMEIDLDHYRDWFSSQLAATCNVEQSFFNDWFSGHLNFQIEHHLFPTMPRHNLHKIAPLVKSLCAKHGIEYQEKPLLRALLDIVSSLKKSGELWLDAYLHK. The pIC50 is 7.5.